Dataset: Reaction yield outcomes from USPTO patents with 853,638 reactions. Task: Predict the reaction yield, written as a fraction of the theoretical maximum amount of product (1.0 means a 100% yield; for example, 0.34 means a 34% yield). (1) The reactants are [CH-:1]1[CH:5]=[CH:4][CH:3]=[CH:2]1.[CH-:6]1[CH:10]=[CH:9][CH:8]=[CH:7]1.[Fe+2:11].C(N([P:17](N(CC)CC)[Cl:18])CC)C.[ClH:24].CCOCC. The catalyst is CCOCC. The product is [Cl:24][P:17]([Cl:18])[C-:1]1[CH:5]=[CH:4][CH:3]=[CH:2]1.[C-:6]1([P:17]([Cl:18])[Cl:24])[CH:10]=[CH:9][CH:8]=[CH:7]1.[Fe+2:11]. The yield is 0.750. (2) The reactants are [F:1][C:2]([F:12])([F:11])[C:3](=O)[CH2:4][C:5]([O:7]CC)=O.C(O)(=O)C(O)=O.[CH2:19]([NH:21][NH2:22])[CH3:20]. The catalyst is C(O)(=O)C. The product is [CH2:19]([N:21]1[C:5]([OH:7])=[CH:4][C:3]([C:2]([F:1])([F:11])[F:12])=[N:22]1)[CH3:20]. The yield is 0.430.